This data is from Peptide-MHC class I binding affinity with 185,985 pairs from IEDB/IMGT. The task is: Regression. Given a peptide amino acid sequence and an MHC pseudo amino acid sequence, predict their binding affinity value. This is MHC class I binding data. (1) The peptide sequence is SIKIKQDVR. The MHC is HLA-A11:01 with pseudo-sequence HLA-A11:01. The binding affinity (normalized) is 0.206. (2) The peptide sequence is SLSLGAHQK. The MHC is HLA-A01:01 with pseudo-sequence HLA-A01:01. The binding affinity (normalized) is 0. (3) The peptide sequence is DEGLNRRVA. The MHC is Patr-B2401 with pseudo-sequence Patr-B2401. The binding affinity (normalized) is 0. (4) The peptide sequence is GTQDQSLYL. The MHC is HLA-B51:01 with pseudo-sequence HLA-B51:01. The binding affinity (normalized) is 0.213.